Task: Predict the reactants needed to synthesize the given product.. Dataset: Full USPTO retrosynthesis dataset with 1.9M reactions from patents (1976-2016) (1) Given the product [CH2:15]([O:17][C:18]([C:19]1[C:20]([CH2:21][CH3:22])=[N:2][N:3]2[CH:8]=[CH:7][CH:6]=[CH:5][C:4]=12)=[O:23])[CH3:16], predict the reactants needed to synthesize it. The reactants are: [I-].[NH2:2][N+:3]1[CH:8]=[CH:7][CH:6]=[CH:5][CH:4]=1.C(=O)([O-])[O-].[K+].[K+].[CH2:15]([O:17][C:18](=[O:23])[C:19]#[C:20][CH2:21][CH3:22])[CH3:16]. (2) Given the product [CH3:32][C:15]1[C:16]([C:17]([C:19]2[CH:20]=[C:21]([CH:29]([CH3:31])[CH3:30])[C:22]([O:28][S:35]([C:38]3[CH:46]=[CH:45][C:41]([C:42]([OH:44])=[O:43])=[C:40]([OH:47])[CH:39]=3)(=[O:37])=[O:36])=[C:23]([CH:25]([CH3:26])[CH3:27])[CH:24]=2)=[O:18])=[C:12]([CH2:11][C:2]2[CH:3]=[CH:4][C:5]3[C:10](=[CH:9][CH:8]=[CH:7][CH:6]=3)[CH:1]=2)[O:13][C:14]=1[CH3:33], predict the reactants needed to synthesize it. The reactants are: [CH:1]1[C:10]2[C:5](=[CH:6][CH:7]=[CH:8][CH:9]=2)[CH:4]=[CH:3][C:2]=1[CH2:11][C:12]1[O:13][C:14]([CH3:33])=[C:15]([CH3:32])[C:16]=1[C:17]([C:19]1[CH:24]=[C:23]([CH:25]([CH3:27])[CH3:26])[C:22]([OH:28])=[C:21]([CH:29]([CH3:31])[CH3:30])[CH:20]=1)=[O:18].Cl[S:35]([C:38]1[CH:46]=[CH:45][C:41]([C:42]([OH:44])=[O:43])=[C:40]([OH:47])[CH:39]=1)(=[O:37])=[O:36]. (3) Given the product [NH2:30][C:29]1[C:28]2[C:27](=[CH:34][CH:33]=[CH:32][C:31]=2[N:35]2[CH2:36][C@H:37]([CH3:42])[O:38][C@H:39]([CH3:41])[CH2:40]2)[NH:26][C:21](=[O:23])[C:20]=1[C:12]1[NH:13][C:14]2=[N:15][CH:16]=[CH:17][CH:18]=[C:19]2[N:11]=1, predict the reactants needed to synthesize it. The reactants are: [Li+].C[Si]([N-][Si](C)(C)C)(C)C.[N:11]1[C:19]2[C:14](=[N:15][CH:16]=[CH:17][CH:18]=2)[NH:13][C:12]=1[CH2:20][C:21]([O:23]CC)=O.[NH2:26][C:27]1[CH:34]=[CH:33][CH:32]=[C:31]([N:35]2[CH2:40][C@H:39]([CH3:41])[O:38][C@H:37]([CH3:42])[CH2:36]2)[C:28]=1[C:29]#[N:30]. (4) Given the product [F:29][C:27]1[CH:28]=[CH:23][CH:24]=[CH:25][C:26]=1[S:30][C:12]1[CH:13]=[C:14]2[C:19](=[CH:20][CH:21]=1)[C:18](=[O:22])[CH2:17][CH2:16][CH2:15]2, predict the reactants needed to synthesize it. The reactants are: CC1C=CC(S(O[C:12]2[CH:21]=[CH:20][C:19]3[C:18](=[O:22])[CH2:17][CH2:16][CH2:15][C:14]=3[CH:13]=2)(=O)=O)=CC=1.[CH:23]1[CH:28]=[C:27]([F:29])[C:26]([S:30][S:30][C:26]2[C:27]([F:29])=[CH:28][CH:23]=[CH:24][CH:25]=2)=[CH:25][CH:24]=1. (5) Given the product [CH2:16]([C:18]1[CH:23]=[CH:22][C:21]([C:2]2[N:6]([CH3:7])[CH:5]=[N:4][C:3]=2[C:8]2[CH:13]=[C:12]([C:14]#[N:15])[CH:11]=[CH:10][N:9]=2)=[CH:20][CH:19]=1)[CH3:17], predict the reactants needed to synthesize it. The reactants are: Br[C:2]1[N:6]([CH3:7])[CH:5]=[N:4][C:3]=1[C:8]1[CH:13]=[C:12]([C:14]#[N:15])[CH:11]=[CH:10][N:9]=1.[CH2:16]([C:18]1[CH:23]=[CH:22][C:21](B(O)O)=[CH:20][CH:19]=1)[CH3:17].